This data is from Forward reaction prediction with 1.9M reactions from USPTO patents (1976-2016). The task is: Predict the product of the given reaction. (1) Given the reactants [F:1][C:2]([F:14])([F:13])[C:3]1[CH:8]=[CH:7][C:6]([CH2:9][C:10](O)=O)=[CH:5][CH:4]=1.[CH3:15][O:16][C:17]1[CH:18]=[CH:19][C:20]([CH3:24])=[C:21]([NH2:23])[CH:22]=1, predict the reaction product. The product is: [CH3:15][O:16][C:17]1[CH:18]=[CH:19][C:20]([CH3:24])=[C:21]([NH:23][CH2:10][CH2:9][C:6]2[CH:7]=[CH:8][C:3]([C:2]([F:14])([F:13])[F:1])=[CH:4][CH:5]=2)[CH:22]=1. (2) Given the reactants C(OC(N1CC(O[C:14]2[C:23]3[C:18](=[CH:19][C:20](OC)=[CH:21][CH:22]=3)[CH:17]=[CH:16][N:15]=2)CC1C(O)=O)=O)(C)(C)C.C1(B(O)O)C=CC=CC=1.CC(C)([O-])C.[Na+], predict the reaction product. The product is: [CH:14]1[C:23]2[C:18](=[CH:19][CH:20]=[CH:21][CH:22]=2)[CH:17]=[CH:16][N:15]=1. (3) Given the reactants [OH:1][CH:2]([C:8]1[CH:9]=[N:10][CH:11]=[C:12]([C:14]2[CH:15]=[C:16]3[C:22]([C:23]4[N:24]([CH3:28])[N:25]=[CH:26][CH:27]=4)=[CH:21][N:20](COCC[Si](C)(C)C)[C:17]3=[N:18][CH:19]=2)[CH:13]=1)[C:3]([N:5]([CH3:7])[CH3:6])=[O:4], predict the reaction product. The product is: [OH:1][CH:2]([C:8]1[CH:9]=[N:10][CH:11]=[C:12]([C:14]2[CH:15]=[C:16]3[C:22]([C:23]4[N:24]([CH3:28])[N:25]=[CH:26][CH:27]=4)=[CH:21][NH:20][C:17]3=[N:18][CH:19]=2)[CH:13]=1)[C:3]([N:5]([CH3:7])[CH3:6])=[O:4]. (4) Given the reactants C[O:2][C:3](=[O:36])[CH2:4][NH:5][C:6]1[CH:11]=[CH:10][CH:9]=[C:8]([O:12][C:13]2[C:14]3[C:21]([C:22]4[CH:27]=[CH:26][C:25]([O:28][CH3:29])=[CH:24][CH:23]=4)=[C:20]([C:30]4[CH:35]=[CH:34][CH:33]=[CH:32][CH:31]=4)[O:19][C:15]=3[N:16]=[CH:17][N:18]=2)[CH:7]=1.[OH-].[Na+].Cl, predict the reaction product. The product is: [CH3:29][O:28][C:25]1[CH:24]=[CH:23][C:22]([C:21]2[C:14]3[C:13]([O:12][C:8]4[CH:7]=[C:6]([NH:5][CH2:4][C:3]([OH:36])=[O:2])[CH:11]=[CH:10][CH:9]=4)=[N:18][CH:17]=[N:16][C:15]=3[O:19][C:20]=2[C:30]2[CH:35]=[CH:34][CH:33]=[CH:32][CH:31]=2)=[CH:27][CH:26]=1. (5) The product is: [Br:14][C:15]1[C:16]([Cl:22])=[C:17]([O:11][CH:10]2[CH2:9][CH2:8][N:7]([CH3:12])[CH2:6][C:5]3[S:13][C:2]([CH3:1])=[CH:3][C:4]2=3)[CH:18]=[CH:19][CH:20]=1. Given the reactants [CH3:1][C:2]1[S:13][C:5]2[CH2:6][N:7]([CH3:12])[CH2:8][CH2:9][CH:10]([OH:11])[C:4]=2[CH:3]=1.[Br:14][C:15]1[C:16]([Cl:22])=[C:17](F)[CH:18]=[CH:19][CH:20]=1, predict the reaction product. (6) Given the reactants [CH3:1][C:2]1[O:6][N:5]=[CH:4][C:3]=1[NH2:7].C(O)(=O)C.[CH3:12][C:13]([CH3:15])=O.C([BH3-])#N.[Na+].[F:20][C:21]([F:32])([F:31])[C:22](O[C:22](=[O:23])[C:21]([F:32])([F:31])[F:20])=[O:23], predict the reaction product. The product is: [F:20][C:21]([F:32])([F:31])[C:22]([N:7]([CH:13]([CH3:15])[CH3:12])[C:3]1[CH:4]=[N:5][O:6][C:2]=1[CH3:1])=[O:23]. (7) Given the reactants Cl[C:2]1[CH:11]=[C:10]([C:12]([F:15])([F:14])[F:13])[C:5]([C:6]([O:8][CH3:9])=[O:7])=[CH:4][N:3]=1.[CH3:16][O:17][CH2:18][CH2:19][CH2:20][C:21]1[CH:26]=[CH:25][CH:24]=[CH:23][C:22]=1B(O)O, predict the reaction product. The product is: [CH3:16][O:17][CH2:18][CH2:19][CH2:20][C:21]1[CH:26]=[CH:25][CH:24]=[CH:23][C:22]=1[C:2]1[CH:11]=[C:10]([C:12]([F:15])([F:14])[F:13])[C:5]([C:6]([O:8][CH3:9])=[O:7])=[CH:4][N:3]=1.